From a dataset of Forward reaction prediction with 1.9M reactions from USPTO patents (1976-2016). Predict the product of the given reaction. (1) Given the reactants [CH3:1][N:2]1[C:6]2[CH:7]=[C:8](B3OC(C)(C)C(C)(C)O3)[CH:9]=[CH:10][C:5]=2[N:4]=[N:3]1.[Cl:20][C:21]1[CH:29]=[C:28]2[C:24]([C:25](I)=[N:26][N:27]2[C:30]([C:43]2[CH:48]=[CH:47][CH:46]=[CH:45][CH:44]=2)([C:37]2[CH:42]=[CH:41][CH:40]=[CH:39][CH:38]=2)[C:31]2[CH:36]=[CH:35][CH:34]=[CH:33][CH:32]=2)=[CH:23][C:22]=1[C:50]([O:52][CH3:53])=[O:51].C(=O)(O)[O-].[Na+], predict the reaction product. The product is: [Cl:20][C:21]1[CH:29]=[C:28]2[C:24]([C:25]([C:8]3[CH:9]=[CH:10][C:5]4[N:4]=[N:3][N:2]([CH3:1])[C:6]=4[CH:7]=3)=[N:26][N:27]2[C:30]([C:31]2[CH:32]=[CH:33][CH:34]=[CH:35][CH:36]=2)([C:43]2[CH:48]=[CH:47][CH:46]=[CH:45][CH:44]=2)[C:37]2[CH:38]=[CH:39][CH:40]=[CH:41][CH:42]=2)=[CH:23][C:22]=1[C:50]([O:52][CH3:53])=[O:51]. (2) Given the reactants [NH2:1][C:2]1[CH:3]=[C:4]2[C:8](=[CH:9][C:10]=1[F:11])C(=O)[CH:6]([CH2:13][CH2:14][CH2:15][CH3:16])[CH2:5]2.[CH3:17][O-:18].[Na+].[CH:20]([C:22]([CH2:24][CH3:25])=[O:23])=[CH2:21], predict the reaction product. The product is: [NH2:1][C:2]1[CH:3]=[C:4]2[C:8](=[CH:9][C:10]=1[F:11])[C:17](=[O:18])[C:6]([CH2:13][CH2:14][CH2:15][CH3:16])([CH2:21][CH2:20][C:22](=[O:23])[CH2:24][CH3:25])[CH2:5]2. (3) Given the reactants [CH2:1]([S:3]([C:6]1[CH:11]=[CH:10][C:9]([CH2:12][C:13]([OH:15])=O)=[CH:8][CH:7]=1)(=[O:5])=[O:4])[CH3:2].CC[N:18](CC)CC.CN(C(ON1N=NC2C=CC=NC1=2)=[N+](C)C)C.F[P-](F)(F)(F)(F)F.[NH4+].[Cl-], predict the reaction product. The product is: [CH2:1]([S:3]([C:6]1[CH:11]=[CH:10][C:9]([CH2:12][C:13]([NH2:18])=[O:15])=[CH:8][CH:7]=1)(=[O:5])=[O:4])[CH3:2]. (4) Given the reactants [F:1][C:2]1[C:3]([CH2:25][N:26](C)[C:27](=O)OC(C)(C)C)=[CH:4][N:5]([S:14]([C:17]2[CH:22]=[CH:21][CH:20]=[C:19]([O:23][CH3:24])[N:18]=2)(=[O:16])=[O:15])[C:6]=1[C:7]1[C:8]([F:13])=[N:9][CH:10]=[CH:11][CH:12]=1.C(OCC)(=O)C.[ClH:41], predict the reaction product. The product is: [ClH:41].[F:1][C:2]1[C:3]([CH2:25][NH:26][CH3:27])=[CH:4][N:5]([S:14]([C:17]2[CH:22]=[CH:21][CH:20]=[C:19]([O:23][CH3:24])[N:18]=2)(=[O:16])=[O:15])[C:6]=1[C:7]1[C:8]([F:13])=[N:9][CH:10]=[CH:11][CH:12]=1.